Regression. Given two drug SMILES strings and cell line genomic features, predict the synergy score measuring deviation from expected non-interaction effect. From a dataset of NCI-60 drug combinations with 297,098 pairs across 59 cell lines. Drug 1: CC(C1=C(C=CC(=C1Cl)F)Cl)OC2=C(N=CC(=C2)C3=CN(N=C3)C4CCNCC4)N. Drug 2: C1=NC2=C(N=C(N=C2N1C3C(C(C(O3)CO)O)F)Cl)N. Cell line: TK-10. Synergy scores: CSS=9.31, Synergy_ZIP=-11.2, Synergy_Bliss=-5.05, Synergy_Loewe=-19.0, Synergy_HSA=-5.64.